This data is from Catalyst prediction with 721,799 reactions and 888 catalyst types from USPTO. The task is: Predict which catalyst facilitates the given reaction. (1) Reactant: O[N:2]=[C:3]1[CH2:27][CH2:26][C@@:25]2([CH3:28])[CH:5]([C:6](=[O:30])[O:7][C:8]3[C@H:9]4[C@:21]([CH3:29])([CH2:22][CH2:23][C:24]=32)[C@@H:12]([C@@H:13]([CH3:20])[CH2:14][CH2:15][CH2:16][CH:17]([CH3:19])[CH3:18])[CH2:11][CH2:10]4)[CH2:4]1.S(Cl)(Cl)=[O:32].C(=O)(O)[O-].[Na+]. Product: [CH3:28][C@:25]12[CH2:26][CH2:27][NH:2][C:3](=[O:32])[CH2:4][C@@H:5]1[C:6](=[O:30])[O:7][C:8]1[C@@H:9]3[CH2:10][CH2:11][C@H:12]([C@@H:13]([CH2:14][CH2:15][CH2:16][CH:17]([CH3:18])[CH3:19])[CH3:20])[C@@:21]3([CH3:29])[CH2:22][CH2:23][C:24]=12. The catalyst class is: 12. (2) Reactant: [CH2:1]([C:8]1[O:12][C:11]([C:13]2[C:22](=[O:23])[C:21]3[C:16](=[CH:17][CH:18]=[C:19]([O:24]C)[CH:20]=3)[N:15]([CH2:26][C:27]3[CH:32]=[CH:31][C:30]([Cl:33])=[CH:29][CH:28]=3)[CH:14]=2)=[N:10][CH:9]=1)[C:2]1[CH:7]=[CH:6][CH:5]=[CH:4][CH:3]=1.B(Br)(Br)Br.Br. Product: [CH2:1]([C:8]1[O:12][C:11]([C:13]2[C:22](=[O:23])[C:21]3[C:16](=[CH:17][CH:18]=[C:19]([OH:24])[CH:20]=3)[N:15]([CH2:26][C:27]3[CH:32]=[CH:31][C:30]([Cl:33])=[CH:29][CH:28]=3)[CH:14]=2)=[N:10][CH:9]=1)[C:2]1[CH:7]=[CH:6][CH:5]=[CH:4][CH:3]=1. The catalyst class is: 4. (3) The catalyst class is: 19. Reactant: [OH:1][C:2]([C:5]1([S:8]([NH:11]C(=O)OCC2C=CC=CC=2)(=[O:10])=[O:9])[CH2:7][CH2:6]1)([CH3:4])[CH3:3]. Product: [OH:1][C:2]([C:5]1([S:8]([NH2:11])(=[O:9])=[O:10])[CH2:6][CH2:7]1)([CH3:4])[CH3:3]. (4) Reactant: [N+:1]([C:4]1[CH:10]=[CH:9][C:7](N)=[CH:6][CH:5]=1)([O-:3])=[O:2].C([N:13](CC)CC)C.[Cl:18][CH2:19][CH2:20][C:21](Cl)=[O:22]. Product: [Cl:18][CH2:19][CH:20]([C:7]1[CH:9]=[CH:10][C:4]([N+:1]([O-:3])=[O:2])=[CH:5][CH:6]=1)[C:21]([NH2:13])=[O:22]. The catalyst class is: 4. (5) Reactant: [CH3:1][S:2](Cl)(=[O:4])=[O:3].[Br:6][C:7]1[CH:13]=[CH:12][C:10]([NH2:11])=[C:9]([F:14])[CH:8]=1.N1C=CC=C[CH:16]=1.C(=O)([O-])[O-].[K+].[K+].CI. Product: [Br:6][C:7]1[CH:13]=[CH:12][C:10]([N:11]([CH3:16])[S:2]([CH3:1])(=[O:4])=[O:3])=[C:9]([F:14])[CH:8]=1. The catalyst class is: 120.